This data is from Forward reaction prediction with 1.9M reactions from USPTO patents (1976-2016). The task is: Predict the product of the given reaction. (1) Given the reactants [CH3:1][O:2][C:3]([C:5]1[C@H](C2C=CC(F)=CC=2Cl)[N:7]=[C:8]([C:13]2[S:14][CH:15]=[CH:16][N:17]=2)[NH:9][C:10]=1[CH2:11][Br:12])=[O:4].[F:26][C:27]1[C:28]([CH3:36])=[C:29]([CH:32]=[CH:33][C:34]=1[F:35])[CH:30]=O.[C:37](OCC)(=O)CC(C)=O.C(OC)(=O)CC(C)=O, predict the reaction product. The product is: [Br:12][CH2:11][C:10]1[NH:9][C:8]([C:13]2[S:14][CH:15]=[CH:16][N:17]=2)=[N:7][C@@H:30]([C:29]2[CH:32]=[CH:33][C:34]([F:35])=[C:27]([F:26])[C:28]=2[CH3:36])[C:5]=1[C:3]([O:2][CH2:1][CH3:37])=[O:4]. (2) Given the reactants [O:1]([CH:9]1[CH2:13][CH2:12][C:11]([C:14]2[C:15]([F:29])=[C:16]3[O:20][C:19]([CH:21]4[CH2:23][CH2:22]4)=[N:18][C:17]3=[C:24]([C:27]#[N:28])[C:25]=2[CH3:26])=[CH:10]1)[Si](C(C)(C)C)(C)C.[F-].C([N+](CCCC)(CCCC)CCCC)CCC.[Cl-].[NH4+], predict the reaction product. The product is: [CH:21]1([C:19]2[O:20][C:16]3[C:17](=[C:24]([C:27]#[N:28])[C:25]([CH3:26])=[C:14]([C:11]4[CH2:12][CH2:13][CH:9]([OH:1])[CH:10]=4)[C:15]=3[F:29])[N:18]=2)[CH2:23][CH2:22]1.